From a dataset of Reaction yield outcomes from USPTO patents with 853,638 reactions. Predict the reaction yield, written as a fraction of the theoretical maximum amount of product (1.0 means a 100% yield; for example, 0.34 means a 34% yield). (1) The reactants are [CH3:1][O:2][C:3]1[CH:11]=[CH:10][CH:9]=[CH:8][C:4]=1[C:5]([OH:7])=O.[F:12][C:13]1[CH:18]=[CH:17][C:16]([NH:19][C:20]([C:22]2[C:26]([NH2:27])=[CH:25][NH:24][N:23]=2)=[O:21])=[CH:15][CH:14]=1.C(Cl)CCl.C1C=CC2N(O)N=NC=2C=1. The catalyst is CN(C=O)C. The product is [F:12][C:13]1[CH:14]=[CH:15][C:16]([NH:19][C:20]([C:22]2[C:26]([NH:27][C:5](=[O:7])[C:4]3[CH:8]=[CH:9][CH:10]=[CH:11][C:3]=3[O:2][CH3:1])=[CH:25][NH:24][N:23]=2)=[O:21])=[CH:17][CH:18]=1. The yield is 0.150. (2) The reactants are C(OC1C=CN(CC(C2C=CC(C[Br:25])=CC=2C)=O)C(=O)C=1)C1C=CC=CC=1.[F:28][C:29]1[CH:30]=[CH:31][C:32]([CH2:35][O:36][C:37]2[CH:42]=[N:41][N:40]([CH2:43][C:44]([C:46]3[CH:51]=[CH:50][C:49]([CH2:52]O)=[CH:48][C:47]=3[CH3:54])=[O:45])[C:39](=[O:55])[CH:38]=2)=[N:33][CH:34]=1.C(OC1C=CN(CC(C2C=CC(CO)=CC=2C)=O)C(=O)C=1)C1C=CC=CC=1. No catalyst specified. The product is [Br:25][CH2:52][C:49]1[CH:50]=[CH:51][C:46]([C:44](=[O:45])[CH2:43][N:40]2[C:39](=[O:55])[CH:38]=[C:37]([O:36][CH2:35][C:32]3[CH:31]=[CH:30][C:29]([F:28])=[CH:34][N:33]=3)[CH:42]=[N:41]2)=[C:47]([CH3:54])[CH:48]=1. The yield is 0.920. (3) The reactants are [C:1]1([CH:7]([C:9]2[CH:14]=[CH:13][CH:12]=[CH:11][CH:10]=2)[NH2:8])[CH:6]=[CH:5][CH:4]=[CH:3][CH:2]=1.Cl[CH2:16][C:17]1([CH3:20])[CH2:19][O:18]1. The catalyst is CO. The product is [CH:7]([N:8]1[CH2:19][C:17]([CH3:20])([OH:18])[CH2:16]1)([C:1]1[CH:2]=[CH:3][CH:4]=[CH:5][CH:6]=1)[C:9]1[CH:10]=[CH:11][CH:12]=[CH:13][CH:14]=1. The yield is 0.630. (4) The reactants are Br[CH2:2][C:3]1[CH:12]=[CH:11][CH:10]=[C:9]([N+:13]([O-:15])=[O:14])[C:4]=1[C:5]([O:7]C)=O.[F:16][C:17]([F:27])([F:26])[O:18][C:19]1[CH:20]=[C:21]([NH2:25])[CH:22]=[CH:23][CH:24]=1.CC(O)=O. The catalyst is O1CCOCC1. The product is [N+:13]([C:9]1[CH:10]=[CH:11][CH:12]=[C:3]2[C:4]=1[C:5](=[O:7])[N:25]([C:21]1[CH:22]=[CH:23][CH:24]=[C:19]([O:18][C:17]([F:16])([F:26])[F:27])[CH:20]=1)[CH2:2]2)([O-:15])=[O:14]. The yield is 0.630. (5) The reactants are [OH:1][C:2]1[CH:9]=[CH:8][C:7]([O:10][CH3:11])=[CH:6][C:3]=1[CH:4]=[O:5].Cl[CH2:13][C:14]1[CH:22]=[CH:21][CH:20]=[C:19]2[C:15]=1[CH:16]=[N:17][N:18]2[C:23]([O:25][C:26]([CH3:29])([CH3:28])[CH3:27])=[O:24].C([O-])([O-])=O.[K+].[K+]. The catalyst is CN(C=O)C. The product is [CH:4]([C:3]1[CH:6]=[C:7]([O:10][CH3:11])[CH:8]=[CH:9][C:2]=1[O:1][CH2:13][C:14]1[CH:22]=[CH:21][CH:20]=[C:19]2[C:15]=1[CH:16]=[N:17][N:18]2[C:23]([O:25][C:26]([CH3:29])([CH3:28])[CH3:27])=[O:24])=[O:5]. The yield is 0.770.